Dataset: Full USPTO retrosynthesis dataset with 1.9M reactions from patents (1976-2016). Task: Predict the reactants needed to synthesize the given product. (1) The reactants are: C(OC([N:8]1[CH2:11][C:10]([N:13]([C:15]2[CH:16]=[C:17]3[C:26](=[CH:27][C:28]=2[C:29]2[CH:34]=[CH:33][CH:32]=[CH:31][C:30]=2[F:35])[O:25][CH2:24][C:23]2[N:18]3[C@H:19]([CH3:37])[C:20](=[O:36])[NH:21][N:22]=2)[CH3:14])([CH3:12])[CH2:9]1)=O)(C)(C)C.[ClH:38]. Given the product [ClH:38].[F:35][C:30]1[CH:31]=[CH:32][CH:33]=[CH:34][C:29]=1[C:28]1[CH:27]=[C:26]2[C:17]([N:18]3[C:23]([CH2:24][O:25]2)=[N:22][NH:21][C:20](=[O:36])[C@H:19]3[CH3:37])=[CH:16][C:15]=1[N:13]([CH3:14])[C:10]1([CH3:12])[CH2:9][NH:8][CH2:11]1, predict the reactants needed to synthesize it. (2) Given the product [N:1]1[CH:6]=[CH:5][CH:4]=[CH:3][C:2]=1[CH2:7][O:8][NH2:9], predict the reactants needed to synthesize it. The reactants are: [N:1]1[CH:6]=[CH:5][CH:4]=[CH:3][C:2]=1[CH2:7][O:8][N:9]1C(=O)C2C(=CC=CC=2)C1=O.O.NN.